Dataset: Reaction yield outcomes from USPTO patents with 853,638 reactions. Task: Predict the reaction yield, written as a fraction of the theoretical maximum amount of product (1.0 means a 100% yield; for example, 0.34 means a 34% yield). (1) The reactants are [OH:1][CH2:2][C@H:3]1[O:11][C@H:10]2[C@H:6]([N:7]=[C:8]([NH:12][CH3:13])[S:9]2)[C@@H:5]([OH:14])[C@@H:4]1[OH:15].[CH3:28][C:27]([O:26][C:24](O[C:24]([O:26][C:27]([CH3:30])([CH3:29])[CH3:28])=[O:25])=[O:25])([CH3:30])[CH3:29].C(N(CC)CC)C. The catalyst is CO. The product is [OH:15][C@@H:4]1[C@@H:3]([CH2:2][OH:1])[O:11][C@H:10]2[C@H:6]([N:7]=[C:8]([N:12]([CH3:13])[C:24](=[O:25])[O:26][C:27]([CH3:28])([CH3:29])[CH3:30])[S:9]2)[C@H:5]1[OH:14]. The yield is 0.740. (2) The reactants are C([O:8][C:9]1[CH:14]=[CH:13][N:12]=[C:11]([NH:15][C:16](=[O:22])[O:17][C:18]([CH3:21])([CH3:20])[CH3:19])[CH:10]=1)C1C=CC=CC=1. The catalyst is CO.[Pd]. The product is [OH:8][C:9]1[CH:14]=[CH:13][N:12]=[C:11]([NH:15][C:16](=[O:22])[O:17][C:18]([CH3:20])([CH3:19])[CH3:21])[CH:10]=1. The yield is 0.990. (3) The reactants are [O-]P([O-])([O-])=O.[K+].[K+].[K+].[CH3:9][O:10][C:11]([C:13]1[CH:23]=[C:22]([OH:24])[C:16]2[CH2:17][C:18]([CH3:21])([CH3:20])[O:19][C:15]=2[CH:14]=1)=[O:12].[N:25]1([C:29]([C:31]2[CH:36]=[CH:35][C:34](Br)=[CH:33][CH:32]=2)=[O:30])[CH2:28][CH2:27][CH2:26]1. The product is [CH3:9][O:10][C:11]([C:13]1[CH:23]=[C:22]([O:24][C:34]2[CH:33]=[CH:32][C:31]([C:29]([N:25]3[CH2:26][CH2:27][CH2:28]3)=[O:30])=[CH:36][CH:35]=2)[C:16]2[CH2:17][C:18]([CH3:21])([CH3:20])[O:19][C:15]=2[CH:14]=1)=[O:12]. The yield is 0.720. The catalyst is C1(C)C=CC=CC=1.CC([O-])=O.CC([O-])=O.[Pd+2].C(P(C(C)(C)C)C1C=CC=CC=1C1C(C(C)C)=CC(C(C)C)=CC=1C(C)C)(C)(C)C. (4) The reactants are [CH3:1][C:2]1[O:3][C:4]2[CH:24]=[CH:23][CH:22]=[CH:21][C:5]=2[C:6]=1[CH2:7][C:8]1[CH:13]=[C:12]([CH:14]([CH3:16])[CH3:15])[C:11]([OH:17])=[C:10]([CH:18]([CH3:20])[CH3:19])[CH:9]=1.C([O:27][C:28](=[O:30])[CH3:29])C. No catalyst specified. The product is [CH3:1][C:2]1[O:3][C:4]2[CH:24]=[CH:23][CH:22]=[CH:21][C:5]=2[C:6]=1[CH2:7][C:8]1[CH:9]=[C:10]([CH:18]([CH3:20])[CH3:19])[C:11]([O:17][CH2:29][C:28]([OH:30])=[O:27])=[C:12]([CH:14]([CH3:15])[CH3:16])[CH:13]=1. The yield is 0.790. (5) The reactants are [OH:1][CH2:2][CH:3]1[CH2:7][CH2:6][N:5]([C:8]([O:10][CH2:11][C:12]2[CH:17]=[CH:16][CH:15]=[CH:14][CH:13]=2)=[O:9])[CH2:4]1.C(N(CC)CC)C.[S:25](Cl)([C:28]1[CH:34]=[CH:33][C:31]([CH3:32])=[CH:30][CH:29]=1)(=[O:27])=[O:26].C(OCC)(=O)C.CCCCCC. The catalyst is ClCCl.O. The product is [S:25]([O:1][CH2:2][CH:3]1[CH2:7][CH2:6][N:5]([C:8]([O:10][CH2:11][C:12]2[CH:13]=[CH:14][CH:15]=[CH:16][CH:17]=2)=[O:9])[CH2:4]1)([C:28]1[CH:34]=[CH:33][C:31]([CH3:32])=[CH:30][CH:29]=1)(=[O:27])=[O:26]. The yield is 0.680. (6) The reactants are Cl.[NH2:2][C:3]1[N:8]=[CH:7][C:6](/[CH:9]=[C:10](\[CH3:14])/[C:11]([OH:13])=O)=[CH:5][CH:4]=1.[CH3:15][N:16]1[C:24]2[C:19](=[CH:20][CH:21]=[CH:22][CH:23]=2)[CH:18]=[C:17]1[CH2:25][NH:26][CH3:27].C1C=CC2N(O)N=NC=2C=1.O.CCN(CC)CC.C(Cl)CCl. The catalyst is CN(C=O)C.C(Cl)Cl. The product is [NH2:2][C:3]1[N:8]=[CH:7][C:6](/[CH:9]=[C:10](\[CH3:14])/[C:11]([N:26]([CH3:27])[CH2:25][C:17]2[N:16]([CH3:15])[C:24]3[C:19]([CH:18]=2)=[CH:20][CH:21]=[CH:22][CH:23]=3)=[O:13])=[CH:5][CH:4]=1. The yield is 0.750.